Dataset: Merck oncology drug combination screen with 23,052 pairs across 39 cell lines. Task: Regression. Given two drug SMILES strings and cell line genomic features, predict the synergy score measuring deviation from expected non-interaction effect. (1) Drug 1: CC(C)CC(NC(=O)C(Cc1ccccc1)NC(=O)c1cnccn1)B(O)O. Drug 2: Cn1cc(-c2cnn3c(N)c(Br)c(C4CCCNC4)nc23)cn1. Cell line: SW620. Synergy scores: synergy=17.0. (2) Drug 1: NC1(c2ccc(-c3nc4ccn5c(=O)[nH]nc5c4cc3-c3ccccc3)cc2)CCC1. Drug 2: C#Cc1cccc(Nc2ncnc3cc(OCCOC)c(OCCOC)cc23)c1. Cell line: UACC62. Synergy scores: synergy=38.3. (3) Drug 1: O=S1(=O)NC2(CN1CC(F)(F)F)C1CCC2Cc2cc(C=CCN3CCC(C(F)(F)F)CC3)ccc2C1. Drug 2: COC1CC2CCC(C)C(O)(O2)C(=O)C(=O)N2CCCCC2C(=O)OC(C(C)CC2CCC(OP(C)(C)=O)C(OC)C2)CC(=O)C(C)C=C(C)C(O)C(OC)C(=O)C(C)CC(C)C=CC=CC=C1C. Cell line: UWB1289. Synergy scores: synergy=2.92. (4) Drug 2: COC1CC2CCC(C)C(O)(O2)C(=O)C(=O)N2CCCCC2C(=O)OC(C(C)CC2CCC(OP(C)(C)=O)C(OC)C2)CC(=O)C(C)C=C(C)C(O)C(OC)C(=O)C(C)CC(C)C=CC=CC=C1C. Cell line: T47D. Drug 1: C=CCn1c(=O)c2cnc(Nc3ccc(N4CCN(C)CC4)cc3)nc2n1-c1cccc(C(C)(C)O)n1. Synergy scores: synergy=28.9.